Dataset: Catalyst prediction with 721,799 reactions and 888 catalyst types from USPTO. Task: Predict which catalyst facilitates the given reaction. (1) Reactant: [OH:1][C:2]1[CH:10]=[C:9]([N:11]([CH3:13])[CH3:12])[CH:8]=[CH:7][C:3]=1[C:4]([OH:6])=[O:5].[CH3:14]O.S(Cl)(Cl)=O. The catalyst class is: 28. Product: [OH:1][C:2]1[CH:10]=[C:9]([N:11]([CH3:13])[CH3:12])[CH:8]=[CH:7][C:3]=1[C:4]([O:6][CH3:14])=[O:5]. (2) Reactant: [CH3:1][NH:2][C:3]1[N:8]=[C:7]([CH2:9][CH2:10][O:11][C:12]2[CH:13]=[CH:14][C:15]([CH2:18][C@@H:19]([C:21]([O:23][CH3:24])=[O:22])[NH2:20])=[N:16][CH:17]=2)[CH:6]=[CH:5][CH:4]=1.OP=O.CCN=C=NCCCN(C)C.[Cl:39][C:40]1[CH:48]=[CH:47][CH:46]=[CH:45][C:41]=1[C:42](O)=[O:43].C([O-])(O)=O.[Na+]. Product: [Cl:39][C:40]1[CH:48]=[CH:47][CH:46]=[CH:45][C:41]=1[C:42]([NH:20][C@H:19]([C:21]([O:23][CH3:24])=[O:22])[CH2:18][C:15]1[CH:14]=[CH:13][C:12]([O:11][CH2:10][CH2:9][C:7]2[CH:6]=[CH:5][CH:4]=[C:3]([NH:2][CH3:1])[N:8]=2)=[CH:17][N:16]=1)=[O:43]. The catalyst class is: 2. (3) Reactant: [C:1]([NH:5][C:6]([C:8]1[CH:12]=[C:11]([C:13]2[CH:18]=[CH:17][CH:16]=[CH:15][N:14]=2)[N:10]([C:19]2[CH:20]=[N:21][C:22]([O:25]C)=[CH:23][CH:24]=2)[N:9]=1)=[O:7])([CH3:4])([CH3:3])[CH3:2].Cl. Product: [C:1]([NH:5][C:6]([C:8]1[CH:12]=[C:11]([C:13]2[CH:18]=[CH:17][CH:16]=[CH:15][N:14]=2)[N:10]([C:19]2[CH:20]=[N:21][C:22]([OH:25])=[CH:23][CH:24]=2)[N:9]=1)=[O:7])([CH3:4])([CH3:2])[CH3:3]. The catalyst class is: 8.